This data is from Full USPTO retrosynthesis dataset with 1.9M reactions from patents (1976-2016). The task is: Predict the reactants needed to synthesize the given product. (1) Given the product [OH:18][C:19]1([C:6]2[NH:5][CH:9]=[CH:8][N:7]=2)[CH2:20][CH2:21][N:22]([C:25]([O:27][C:28]([CH3:31])([CH3:30])[CH3:29])=[O:26])[CH2:23][CH2:24]1, predict the reactants needed to synthesize it. The reactants are: C(OC(OCC)[N:5]1[CH:9]=[CH:8][N:7]=[CH:6]1)C.C([Li])CCC.[O:18]=[C:19]1[CH2:24][CH2:23][N:22]([C:25]([O:27][C:28]([CH3:31])([CH3:30])[CH3:29])=[O:26])[CH2:21][CH2:20]1.Cl. (2) Given the product [F:38][C:23]1[CH:24]=[C:25]([N:28]2[CH2:43][CH2:42][NH:41][CH2:46][CH2:29]2)[CH:26]=[CH:27][C:22]=1[O:21][C:15]1[C:14]2[C:19](=[CH:20][C:11]([O:10][CH3:9])=[C:12]([O:39][CH3:40])[CH:13]=2)[N:18]=[CH:17][CH:16]=1, predict the reactants needed to synthesize it. The reactants are: O1CCN(CC[CH2:9][O:10][C:11]2[CH:20]=[C:19]3[C:14]([C:15]([O:21][C:22]4[CH:27]=[CH:26][C:25]([NH:28][C:29](=O)CC5C=CC=CN=5)=[CH:24][C:23]=4[F:38])=[CH:16][CH:17]=[N:18]3)=[CH:13][C:12]=2[O:39][CH3:40])CC1.[NH:41]1[CH2:46]CN[CH2:43][CH2:42]1.CC1(C)C2C(=C(P(C3C=CC=CC=3)C3C=CC=CC=3)C=CC=2)OC2C(P(C3C=CC=CC=3)C3C=CC=CC=3)=CC=CC1=2.P([O-])([O-])([O-])=O.[K+].[K+].[K+]. (3) The reactants are: [Br:1][C:2]1[C:3]([CH3:11])=[N:4][CH:5]=[C:6]([C:9]=1Cl)[C:7]#[N:8].[NH2:12][C:13]1[CH:21]=[C:20]2[C:16]([CH:17]=[CH:18][NH:19]2)=[CH:15][CH:14]=1. Given the product [Br:1][C:2]1[C:3]([CH3:11])=[N:4][CH:5]=[C:6]([C:9]=1[NH:12][C:13]1[CH:21]=[C:20]2[C:16]([CH:17]=[CH:18][NH:19]2)=[CH:15][CH:14]=1)[C:7]#[N:8], predict the reactants needed to synthesize it. (4) Given the product [C:28]([NH:1][CH2:2][C:3]1[NH:7][C:6](=[O:8])[C:5]2([CH2:13][CH2:12][N:11]([C:14]([O:16][C:17]([CH3:20])([CH3:19])[CH3:18])=[O:15])[CH2:10][CH2:9]2)[N:4]=1)(=[O:30])[CH3:29], predict the reactants needed to synthesize it. The reactants are: [NH2:1][CH2:2][C:3]1[NH:7][C:6](=[O:8])[C:5]2([CH2:13][CH2:12][N:11]([C:14]([O:16][C:17]([CH3:20])([CH3:19])[CH3:18])=[O:15])[CH2:10][CH2:9]2)[N:4]=1.CCN(CC)CC.[C:28](Cl)(=[O:30])[CH3:29]. (5) Given the product [CH:26]1[C:24]2[CH:25]=[C:12]([C:7]3[CH:6]=[CH:5][C:4]4[C:9](=[CH:10][CH:11]=[C:2]([B:31]([OH:36])[OH:32])[CH:3]=4)[CH:8]=3)[C:13]3[C:14](=[CH:15][CH:16]=[CH:17][CH:18]=3)[C:19]=2[CH:29]=[CH:28][CH:27]=1, predict the reactants needed to synthesize it. The reactants are: Br[C:2]1[CH:3]=[C:4]2[C:9](=[CH:10][CH:11]=1)[CH:8]=[C:7]([C:12]1[C:13]3[C:18]([C:19]4C=CC=C[C:24]=4[CH:25]=1)=[CH:17][CH:16]=[CH:15][CH:14]=3)[CH:6]=[CH:5]2.[CH2:26]([Li])[CH2:27][CH2:28][CH3:29].[B:31](OC(C)C)([O:36]C(C)C)[O:32]C(C)C.Cl. (6) Given the product [Cl:14][CH2:10][C:9]1[C:4]2[O:3][CH2:2][O:1][C:5]=2[CH:6]=[CH:7][CH:8]=1, predict the reactants needed to synthesize it. The reactants are: [O:1]1[C:5]2[CH:6]=[CH:7][CH:8]=[C:9]([CH2:10]O)[C:4]=2[O:3][CH2:2]1.S(Cl)([Cl:14])=O.